Dataset: Forward reaction prediction with 1.9M reactions from USPTO patents (1976-2016). Task: Predict the product of the given reaction. (1) Given the reactants [N:1]1[N:2]=[C:3]([C:19]2[CH:24]=[CH:23][C:22]([CH2:25]O)=[CH:21][CH:20]=2)[N:4]2[C:10]=1[C:9]1[CH:11]=[CH:12][CH:13]=[CH:14][C:8]=1[NH:7][C:6]1[N:15]=[CH:16][CH:17]=[CH:18][C:5]2=1.S(Cl)([Cl:29])=O, predict the reaction product. The product is: [Cl:29][CH2:25][C:22]1[CH:21]=[CH:20][C:19]([C:3]2[N:4]3[C:5]4[CH:18]=[CH:17][CH:16]=[N:15][C:6]=4[NH:7][C:8]4[CH:14]=[CH:13][CH:12]=[CH:11][C:9]=4[C:10]3=[N:1][N:2]=2)=[CH:24][CH:23]=1. (2) Given the reactants [NH:1]1[CH2:6][CH2:5][C:4]2([O:11][C:10]3[C:12]4[C:17]([C:18](=[O:21])[C:19](=[O:20])[C:9]=3[S:8][CH2:7]2)=[CH:16][CH:15]=[CH:14][CH:13]=4)[CH2:3][CH2:2]1.[Cl:22][C:23]1[CH:33]=[CH:32][C:26]([O:27][CH2:28][CH:29]2[CH2:31][O:30]2)=[CH:25][CH:24]=1, predict the reaction product. The product is: [Cl:22][C:23]1[CH:33]=[CH:32][C:26]([O:27][CH2:28][CH:29]([OH:30])[CH2:31][N:1]2[CH2:2][CH2:3][C:4]3([O:11][C:10]4[C:12]5[C:17]([C:18](=[O:21])[C:19](=[O:20])[C:9]=4[S:8][CH2:7]3)=[CH:16][CH:15]=[CH:14][CH:13]=5)[CH2:5][CH2:6]2)=[CH:25][CH:24]=1. (3) Given the reactants [OH:1][C:2]1[CH:7]=[CH:6][C:5]([CH2:8][CH2:9][NH2:10])=[CH:4][CH:3]=1.[C:11](O[C:11]([O:13][C:14]([CH3:17])([CH3:16])[CH3:15])=[O:12])([O:13][C:14]([CH3:17])([CH3:16])[CH3:15])=[O:12], predict the reaction product. The product is: [C:14]([O:13][C:11](=[O:12])[NH:10][CH2:9][CH2:8][C:5]1[CH:6]=[CH:7][C:2]([OH:1])=[CH:3][CH:4]=1)([CH3:17])([CH3:16])[CH3:15]. (4) Given the reactants [CH2:1]([O:8][C:9]([N:11]([CH2:17][C:18]1[CH:23]=[CH:22][C:21]([O:24][CH3:25])=[CH:20][CH:19]=1)[C@@H:12]([CH3:16])[C:13](O)=[O:14])=[O:10])[C:2]1[CH:7]=[CH:6][CH:5]=[CH:4][CH:3]=1, predict the reaction product. The product is: [OH:14][CH2:13][C@@H:12]([N:11]([CH2:17][C:18]1[CH:19]=[CH:20][C:21]([O:24][CH3:25])=[CH:22][CH:23]=1)[C:9](=[O:10])[O:8][CH2:1][C:2]1[CH:7]=[CH:6][CH:5]=[CH:4][CH:3]=1)[CH3:16]. (5) Given the reactants [OH:1][C:2]1[CH:3]=[CH:4][C:5]2[CH2:6][C@H:7]3[NH:18][CH2:17][CH2:16][C@@:13]4([C:14]=2[CH:15]=1)[C@H:8]3[CH2:9][CH2:10][CH2:11][CH2:12]4.[N+:19]([O-])([OH:21])=[O:20], predict the reaction product. The product is: [N+:19]([C:3]1[C:2]([OH:1])=[CH:15][C:14]2[C@:13]34[CH2:16][CH2:17][NH:18][C@@H:7]([C@@H:8]3[CH2:9][CH2:10][CH2:11][CH2:12]4)[CH2:6][C:5]=2[CH:4]=1)([O-:21])=[O:20]. (6) The product is: [Cl:1][C:2]1[N:7]=[C:6]([CH2:8][OH:9])[CH:5]=[C:4]([C:12]([O:14][CH2:15][CH3:16])=[CH2:13])[N:3]=1. Given the reactants [Cl:1][C:2]1[N:7]=[C:6]([C:8](OC)=[O:9])[CH:5]=[C:4]([C:12]([O:14][CH2:15][CH3:16])=[CH2:13])[N:3]=1.CN(C=O)C.[BH4-].[Na+].C(O)(=O)C, predict the reaction product. (7) Given the reactants COC(C1C(SC2C=CC(F)=CC=2)=NC=C(Br)N=1)=O.C[O:21][C:22]([C:24]1[C:29](Br)=[N:28][CH:27]=[C:26]([S:31][C:32]2[CH:37]=[CH:36][C:35]([F:38])=[CH:34][CH:33]=2)[N:25]=1)=[O:23].C(=O)([O-])[O-].[K+].[K+].[SH:45][C:46]1[NH:50][CH:49]=[N:48][N:47]=1, predict the reaction product. The product is: [F:38][C:35]1[CH:36]=[CH:37][C:32]([S:31][C:26]2[N:25]=[C:24]([C:22]([OH:21])=[O:23])[C:29]([S:45][C:46]3[NH:50][CH:49]=[N:48][N:47]=3)=[N:28][CH:27]=2)=[CH:33][CH:34]=1.